Task: Predict the reactants needed to synthesize the given product.. Dataset: Full USPTO retrosynthesis dataset with 1.9M reactions from patents (1976-2016) (1) Given the product [NH2:4][C:3]1[S:26][C:25]([NH2:27])=[C:24]([C:22]#[N:23])[CH:9]([C:8]2[C:7]([F:6])=[CH:14][CH:13]=[CH:12][C:11]=2[F:15])[C:2]=1[C:1]#[N:5], predict the reactants needed to synthesize it. The reactants are: [C:1](#[N:5])[CH2:2][C:3]#[N:4].[F:6][C:7]1[CH:14]=[CH:13][CH:12]=[C:11]([F:15])[C:8]=1[CH:9]=O.N1CCCCC1.[C:22]([CH2:24][C:25]([NH2:27])=[S:26])#[N:23]. (2) Given the product [F:22][C:19]1[CH:20]=[CH:21][C:16]([CH:13]2[CH2:14][CH2:15][N:10]([C:8]([C:7]3[C:2]([NH:29][C:28]4[CH:30]=[C:31]([F:35])[C:32]([F:34])=[CH:33][C:27]=4[F:26])=[C:3]([CH3:25])[C:4](=[O:24])[N:5]([CH3:23])[CH:6]=3)=[O:9])[CH2:11][CH2:12]2)=[CH:17][CH:18]=1, predict the reactants needed to synthesize it. The reactants are: Cl[C:2]1[C:7]([C:8]([N:10]2[CH2:15][CH2:14][CH:13]([C:16]3[CH:21]=[CH:20][C:19]([F:22])=[CH:18][CH:17]=3)[CH2:12][CH2:11]2)=[O:9])=[CH:6][N:5]([CH3:23])[C:4](=[O:24])[C:3]=1[CH3:25].[F:26][C:27]1[CH:33]=[C:32]([F:34])[C:31]([F:35])=[CH:30][C:28]=1[NH2:29].